Dataset: Reaction yield outcomes from USPTO patents with 853,638 reactions. Task: Predict the reaction yield, written as a fraction of the theoretical maximum amount of product (1.0 means a 100% yield; for example, 0.34 means a 34% yield). (1) The reactants are [NH2:1][C:2]1[CH:23]=[CH:22][C:5]([C:6]([NH:8][CH2:9][C:10]2[S:11][C:12]([CH2:15][C:16]3[CH:21]=[CH:20][CH:19]=[CH:18][CH:17]=3)=[CH:13][CH:14]=2)=[O:7])=[CH:4][N:3]=1.C1C=C2C(C=C(NCNCCCC(O)=O)C=C2)=CC=1.C=O.[C:45]([O:48][CH2:49]C)(=O)C. The catalyst is CO. The product is [CH2:15]([C:12]1[S:11][C:10]([CH2:9][NH:8][C:6](=[O:7])[C:5]2[CH:22]=[CH:23][C:2]([NH:1][CH2:45][O:48][CH3:49])=[N:3][CH:4]=2)=[CH:14][CH:13]=1)[C:16]1[CH:17]=[CH:18][CH:19]=[CH:20][CH:21]=1. The yield is 0.876. (2) The reactants are [F:1][C:2]1[C:3]([NH:9][CH2:10][C:11]2[CH:16]=[CH:15][CH:14]=[C:13]([F:17])[CH:12]=2)=[N:4][C:5](F)=[CH:6][CH:7]=1.[CH3:18][O-:19].[Na+]. The catalyst is CO.[Cl-].[Na+].O. The product is [F:1][C:2]1[C:3]([NH:9][CH2:10][C:11]2[CH:16]=[CH:15][CH:14]=[C:13]([F:17])[CH:12]=2)=[N:4][C:5]([O:19][CH3:18])=[CH:6][CH:7]=1. The yield is 0.620. (3) The reactants are [C:1]([C:5]1[CH:10]=[CH:9][N:8]=[C:7](Cl)[CH:6]=1)([CH3:4])([CH3:3])[CH3:2].C(O[CH2:15][CH3:16])C. The catalyst is Cl[Ni]1(Cl)[P](C2C=CC=CC=2)(C2C=CC=CC=2)CCC[P]1(C1C=CC=CC=1)C1C=CC=CC=1.O. The product is [C:1]([C:5]1[CH:10]=[CH:9][N:8]=[C:7]([C:5]2[CH:6]=[CH:7][C:15]([CH3:16])=[CH:2][CH:1]=2)[CH:6]=1)([CH3:4])([CH3:3])[CH3:2]. The yield is 0.560.